Dataset: Catalyst prediction with 721,799 reactions and 888 catalyst types from USPTO. Task: Predict which catalyst facilitates the given reaction. (1) Reactant: [CH3:1][O:2][C:3]1[CH:4]=[C:5]([NH:11][C:12]2[C:13]([NH:22][S:23]([C:26]3[CH:34]=[CH:33][C:29]([C:30](O)=[O:31])=[CH:28][CH:27]=3)(=[O:25])=[O:24])=[N:14][C:15]3[C:20]([N:21]=2)=[CH:19][CH:18]=[CH:17][CH:16]=3)[CH:6]=[C:7]([O:9][CH3:10])[CH:8]=1.CCN=C=NCCCN(C)C.Cl.C1C=CC2N(O)N=NC=2C=1.CCN(C(C)C)C(C)C.[CH3:66][N:67]1[CH2:72][CH2:71][NH:70][CH2:69][CH2:68]1. Product: [CH3:10][O:9][C:7]1[CH:6]=[C:5]([NH:11][C:12]2[C:13]([NH:22][S:23]([C:26]3[CH:34]=[CH:33][C:29]([C:30]([N:70]4[CH2:71][CH2:72][N:67]([CH3:66])[CH2:68][CH2:69]4)=[O:31])=[CH:28][CH:27]=3)(=[O:25])=[O:24])=[N:14][C:15]3[C:20]([N:21]=2)=[CH:19][CH:18]=[CH:17][CH:16]=3)[CH:4]=[C:3]([O:2][CH3:1])[CH:8]=1. The catalyst class is: 2. (2) Reactant: [CH3:1][O:2][C:3]1[CH:8]=[C:7]([N:9]2[CH2:14][CH2:13][N:12]([CH3:15])[CH2:11][CH2:10]2)[N:6]=[CH:5][C:4]=1[NH2:16].CS([C:20]1[N:21]=[CH:22][C:23]2[CH:29]=[CH:28][C:27](=[O:30])[N:26]([C:31]3[CH:32]=[C:33]([NH:37][C:38](=[O:44])[O:39][C:40]([CH3:43])([CH3:42])[CH3:41])[CH:34]=[CH:35][CH:36]=3)[C:24]=2[N:25]=1)=O.CCN(C(C)C)C(C)C. Product: [CH3:1][O:2][C:3]1[CH:8]=[C:7]([N:9]2[CH2:14][CH2:13][N:12]([CH3:15])[CH2:11][CH2:10]2)[N:6]=[CH:5][C:4]=1[NH:16][C:20]1[N:21]=[CH:22][C:23]2[CH:29]=[CH:28][C:27](=[O:30])[N:26]([C:31]3[CH:32]=[C:33]([NH:37][C:38](=[O:44])[O:39][C:40]([CH3:42])([CH3:41])[CH3:43])[CH:34]=[CH:35][CH:36]=3)[C:24]=2[N:25]=1. The catalyst class is: 107. (3) Reactant: [Cl:1][C:2]1[CH:3]=[C:4]2[C:12](=[C:13]([F:15])[CH:14]=1)[NH:11][C:10]1[C:9](=[O:16])[CH2:8][CH2:7][CH2:6][C:5]2=1.[C:17]([Si](C)(C)C)([F:20])([F:19])[F:18].[F-].[Cs+]. Product: [Cl:1][C:2]1[CH:3]=[C:4]2[C:12](=[C:13]([F:15])[CH:14]=1)[NH:11][C:10]1[C:9]([C:17]([F:20])([F:19])[F:18])([OH:16])[CH2:8][CH2:7][CH2:6][C:5]2=1. The catalyst class is: 1. (4) Reactant: C(N(CC)CC)C.[C:16](O[C:16]([O:18][C:19]([CH3:22])([CH3:21])[CH3:20])=[O:17])([O:18][C:19]([CH3:22])([CH3:21])[CH3:20])=[O:17].[Si:23]([O:30][CH2:31][CH2:32][CH2:33][O:34][C:35]1[CH:40]=[CH:39][C:38](/[C:41](/[C:49]2[CH:54]=[CH:53][C:52]([CH:55]3[CH2:57][CH2:56]3)=[C:51]([O:58][CH3:59])[N:50]=2)=[CH:42]\[C@@H:43]2[NH:47][C:46](=[O:48])[CH2:45][CH2:44]2)=[CH:37][CH:36]=1)([C:26]([CH3:29])([CH3:28])[CH3:27])([CH3:25])[CH3:24].O. Product: [Si:23]([O:30][CH2:31][CH2:32][CH2:33][O:34][C:35]1[CH:40]=[CH:39][C:38](/[C:41](/[C:49]2[CH:54]=[CH:53][C:52]([CH:55]3[CH2:57][CH2:56]3)=[C:51]([O:58][CH3:59])[N:50]=2)=[CH:42]\[C@H:43]2[CH2:44][CH2:45][C:46](=[O:48])[N:47]2[C:16]([O:18][C:19]([CH3:20])([CH3:21])[CH3:22])=[O:17])=[CH:37][CH:36]=1)([C:26]([CH3:29])([CH3:28])[CH3:27])([CH3:25])[CH3:24]. The catalyst class is: 367. (5) Reactant: Br[CH2:2][C:3]([C:5]1[N:6]([CH2:23][C:24]2[CH:32]=[CH:31][C:27]([C:28]([OH:30])=[O:29])=[CH:26][CH:25]=2)[C:7](=[O:22])[C:8]2[C:13]([C:14]=1[C:15]1[CH:20]=[CH:19][CH:18]=[CH:17][CH:16]=1)=[CH:12][C:11]([Cl:21])=[CH:10][CH:9]=2)=[O:4].[C:33]([NH2:36])(=S)[CH3:34].O. Product: [NH2:36]/[C:33](/[CH3:34])=[CH:2]\[C:3]([C:5]1[N:6]([CH2:23][C:24]2[CH:32]=[CH:31][C:27]([C:28]([OH:30])=[O:29])=[CH:26][CH:25]=2)[C:7](=[O:22])[C:8]2[C:13]([C:14]=1[C:15]1[CH:20]=[CH:19][CH:18]=[CH:17][CH:16]=1)=[CH:12][C:11]([Cl:21])=[CH:10][CH:9]=2)=[O:4]. The catalyst class is: 3.